Dataset: Full USPTO retrosynthesis dataset with 1.9M reactions from patents (1976-2016). Task: Predict the reactants needed to synthesize the given product. (1) The reactants are: [CH3:1][O:2][C:3]1[CH:4]=[C:5]([C:11]2[CH:12]=[C:13]3[NH:19][N:18]=[C:17]([I:20])[C:14]3=[N:15][CH:16]=2)[CH:6]=[C:7]([O:9][CH3:10])[CH:8]=1.[O:21]1[CH:26]=[CH:25][CH2:24][CH2:23][CH2:22]1.CS(O)(=O)=O. Given the product [CH3:10][O:9][C:7]1[CH:6]=[C:5]([C:11]2[CH:12]=[C:13]3[N:19]([CH:22]4[CH2:23][CH2:24][CH2:25][CH2:26][O:21]4)[N:18]=[C:17]([I:20])[C:14]3=[N:15][CH:16]=2)[CH:4]=[C:3]([O:2][CH3:1])[CH:8]=1, predict the reactants needed to synthesize it. (2) Given the product [CH3:32][O:33][C:34]1[CH:35]=[C:36]([CH:39]=[CH:40][C:41]=1[N:42]1[CH:46]=[C:45]([CH3:47])[N:44]=[CH:43]1)/[CH:37]=[C:12]1\[CH2:13][CH2:14][C@@H:15]2[N:20]([C:21]\1=[O:22])[C@H:19]([C:23]1[CH:24]=[C:25]([F:31])[C:26]([F:30])=[C:27]([F:29])[CH:28]=1)[CH2:18][O:17][CH2:16]2, predict the reactants needed to synthesize it. The reactants are: O.[OH-].[Li+].C(OP([CH:12]1[C:21](=[O:22])[N:20]2[C@H:15]([CH2:16][O:17][CH2:18][C@H:19]2[C:23]2[CH:28]=[C:27]([F:29])[C:26]([F:30])=[C:25]([F:31])[CH:24]=2)[CH2:14][CH2:13]1)(=O)OCC)C.[CH3:32][O:33][C:34]1[CH:35]=[C:36]([CH:39]=[CH:40][C:41]=1[N:42]1[CH:46]=[C:45]([CH3:47])[N:44]=[CH:43]1)[CH:37]=O.C(OCC)(=O)C. (3) Given the product [Cl:1][C:2]1[C:10]2[C:5](=[CH:6][C:7]([C:11]([NH:13][CH:14]([C:24]3[CH:29]=[CH:28][CH:27]=[CH:26][C:25]=3[F:30])[CH2:15][O:16][CH2:17][CH:18]3[CH2:23][CH2:22][N:21]([CH3:31])[CH2:20][CH2:19]3)=[O:12])=[CH:8][CH:9]=2)[NH:4][CH:3]=1, predict the reactants needed to synthesize it. The reactants are: [Cl:1][C:2]1[C:10]2[C:5](=[CH:6][C:7]([C:11]([NH:13][CH:14]([C:24]3[CH:29]=[CH:28][CH:27]=[CH:26][C:25]=3[F:30])[CH2:15][O:16][CH2:17][CH:18]3[CH2:23][CH2:22][NH:21][CH2:20][CH2:19]3)=[O:12])=[CH:8][CH:9]=2)[NH:4][CH:3]=1.[CH2:31]=O. (4) Given the product [CH2:3]([O:7][C:9]1[CH:14]=[C:13]([O:15][CH:16]([CH2:21][CH3:22])[C:17]([CH3:19])([CH3:18])[CH3:20])[N:12]=[CH:11][N:10]=1)[C:4]#[C:5][CH3:6], predict the reactants needed to synthesize it. The reactants are: [H-].[Na+].[CH2:3]([OH:7])[C:4]#[C:5][CH3:6].Cl[C:9]1[CH:14]=[C:13]([O:15][CH:16]([CH2:21][CH3:22])[C:17]([CH3:20])([CH3:19])[CH3:18])[N:12]=[CH:11][N:10]=1.[Cl-].[NH4+].